Predict the product of the given reaction. From a dataset of Forward reaction prediction with 1.9M reactions from USPTO patents (1976-2016). (1) Given the reactants [C:1]([O:5][C:6]([NH:8][C:9]1([C:13]2[CH:18]=[CH:17][C:16]([C:19]3[N:20]=[C:21]4[CH:26]=[C:25]([C:27](O)=[O:28])[CH:24]=[CH:23][N:22]4[C:30]=3[C:31]3[CH:36]=[CH:35][CH:34]=[CH:33][CH:32]=3)=[CH:15][CH:14]=2)[CH2:12][CH2:11][CH2:10]1)=[O:7])([CH3:4])([CH3:3])[CH3:2].C1CN([P+]([O:53][N:54]2N=NC3C=CC=C[C:55]2=3)(N2CCCC2)N2CCCC2)CC1.F[P-](F)(F)(F)(F)F.[CH3:70]N(C=O)C, predict the reaction product. The product is: [C:1]([O:5][C:6](=[O:7])[NH:8][C:9]1([C:13]2[CH:14]=[CH:15][C:16]([C:19]3[N:20]=[C:21]4[CH:26]=[C:25]([C:27](=[O:28])[N:54]([O:53][CH3:70])[CH3:55])[CH:24]=[CH:23][N:22]4[C:30]=3[C:31]3[CH:36]=[CH:35][CH:34]=[CH:33][CH:32]=3)=[CH:17][CH:18]=2)[CH2:12][CH2:11][CH2:10]1)([CH3:4])([CH3:3])[CH3:2]. (2) Given the reactants [CH3:1][O:2][C:3]([C:5]1[CH:6]=[C:7]([C:30]2[CH:35]=[CH:34][C:33]([F:36])=[CH:32][CH:31]=2)[CH:8]=[CH:9][C:10]=1[O:11][CH2:12][CH2:13][C:14]1[N:15]=[C:16]([S:19][C:20]([CH3:29])([CH3:28])[C:21]([O:23]C(C)(C)C)=[O:22])[S:17][CH:18]=1)=[O:4].FC(F)(F)C(O)=O, predict the reaction product. The product is: [F:36][C:33]1[CH:32]=[CH:31][C:30]([C:7]2[CH:8]=[CH:9][C:10]([O:11][CH2:12][CH2:13][C:14]3[N:15]=[C:16]([S:19][C:20]([CH3:29])([CH3:28])[C:21]([OH:23])=[O:22])[S:17][CH:18]=3)=[C:5]([C:3]([O:2][CH3:1])=[O:4])[CH:6]=2)=[CH:35][CH:34]=1. (3) Given the reactants [F:1][C:2]1[CH:7]=[CH:6][CH:5]=[C:4]([F:8])[C:3]=1[N:9]1[C:14]2[N:15]=[C:16]([NH:30][CH2:31][CH2:32][N:33]([CH3:35])[CH3:34])[N:17]=[C:18]([C:19]3[CH:20]=[C:21]([CH:25]=[C:26]([F:29])[C:27]=3[CH3:28])[C:22]([OH:24])=O)[C:13]=2[CH2:12][NH:11][C:10]1=[O:36].CN.[CH2:39]([N:41](CC)CC)C.CN(C(ON1N=NC2C=CC=CC1=2)=[N+](C)C)C.F[P-](F)(F)(F)(F)F, predict the reaction product. The product is: [F:1][C:2]1[CH:7]=[CH:6][CH:5]=[C:4]([F:8])[C:3]=1[N:9]1[C:14]2[N:15]=[C:16]([NH:30][CH2:31][CH2:32][N:33]([CH3:35])[CH3:34])[N:17]=[C:18]([C:19]3[CH:20]=[C:21]([CH:25]=[C:26]([F:29])[C:27]=3[CH3:28])[C:22]([NH:41][CH3:39])=[O:24])[C:13]=2[CH2:12][NH:11][C:10]1=[O:36].